Dataset: Full USPTO retrosynthesis dataset with 1.9M reactions from patents (1976-2016). Task: Predict the reactants needed to synthesize the given product. (1) The reactants are: [H-].[Al+3].[Li+].[H-].[H-].[H-].[S:7]1[CH:11]=[CH:10][CH:9]=[C:8]1[CH2:12][O:13][C:14]1[CH:21]=[CH:20][C:17]([C:18]#[N:19])=[CH:16][CH:15]=1.CO.[Cl-].[NH4+]. Given the product [S:7]1[CH:11]=[CH:10][CH:9]=[C:8]1[CH2:12][O:13][C:14]1[CH:21]=[CH:20][C:17]([CH2:18][NH2:19])=[CH:16][CH:15]=1, predict the reactants needed to synthesize it. (2) Given the product [C:1]([C:3]1[CH:10]=[CH:9][C:6]([CH2:7][N:38]2[CH2:37][CH2:36][N:35]([C:32]3[CH:31]=[CH:30][C:29]([NH:28][C:26]([C:21]4[CH2:22][CH2:23][CH2:24][CH2:25][C:20]=4[C:17]4[CH:16]=[CH:15][C:14]([CH3:13])=[CH:19][CH:18]=4)=[O:27])=[CH:34][CH:33]=3)[CH2:40][CH2:39]2)=[CH:5][CH:4]=1)#[N:2], predict the reactants needed to synthesize it. The reactants are: [C:1]([C:3]1[CH:10]=[CH:9][C:6]([CH2:7]Cl)=[CH:5][CH:4]=1)#[N:2].[I-].[Na+].[CH3:13][C:14]1[CH:19]=[CH:18][C:17]([C:20]2[CH2:25][CH2:24][CH2:23][CH2:22][C:21]=2[C:26]([NH:28][C:29]2[CH:34]=[CH:33][C:32]([N:35]3[CH2:40][CH2:39][NH:38][CH2:37][CH2:36]3)=[CH:31][CH:30]=2)=[O:27])=[CH:16][CH:15]=1.C(=O)([O-])[O-].[K+].[K+]. (3) Given the product [ClH:1].[NH2:20][C@@H:4]1[C:3](=[O:2])[NH:9][C:8]2[C:10]([C:14]3[CH:15]=[CH:16][CH:17]=[CH:18][CH:19]=3)=[CH:11][CH:12]=[CH:13][C:7]=2[O:6][CH2:5]1, predict the reactants needed to synthesize it. The reactants are: [ClH:1].[O:2]=[C:3]1[NH:9][C:8]2[C:10]([C:14]3[CH:19]=[CH:18][CH:17]=[CH:16][CH:15]=3)=[CH:11][CH:12]=[CH:13][C:7]=2[O:6][CH2:5][C@@H:4]1[NH:20]C(=O)OC(C)(C)C.C(OC(C)C)(C)C. (4) Given the product [F:25][C:18]1[CH:17]=[CH:16][C:15]([CH2:14][N:1]2[C:10]3[C:5](=[CH:6][CH:7]=[CH:8][CH:9]=3)[C:4](=[O:11])[NH:3][C:2]2=[O:12])=[CH:24][C:19]=1[C:20]([O:22][CH3:23])=[O:21], predict the reactants needed to synthesize it. The reactants are: [NH:1]1[C:10]2[C:5](=[CH:6][CH:7]=[CH:8][CH:9]=2)[C:4](=[O:11])[NH:3][C:2]1=[O:12].Br[CH2:14][C:15]1[CH:16]=[CH:17][C:18]([F:25])=[C:19]([CH:24]=1)[C:20]([O:22][CH3:23])=[O:21].COC(C1C=C(C=CC=1)CN1C2C(=CC=CC=2)C(=O)NC1=O)=O. (5) The reactants are: [CH2:1]([O:4][C:5]1([CH2:12][N:13]2[C:17]([CH3:18])=[C:16]([I:19])[CH:15]=[N:14]2)[CH2:11][CH2:10][CH2:9][CH2:8][CH2:7][CH2:6]1)[CH:2]=[CH2:3].C12BC(CCC1)CCC2.[O:29]1CCCC1.[OH-].[Na+].OO. Given the product [I:19][C:16]1[CH:15]=[N:14][N:13]([CH2:12][C:5]2([O:4][CH2:1][CH2:2][CH2:3][OH:29])[CH2:11][CH2:10][CH2:9][CH2:8][CH2:7][CH2:6]2)[C:17]=1[CH3:18], predict the reactants needed to synthesize it. (6) The reactants are: C(=O)([O-])[O-].[K+].[K+].CI.[CH3:9][N:10]([CH3:14])[C:11](=O)[CH3:12].[Br:15][C:16]1[CH:17]=[C:18]([C:22]2C=C([CH:26]=[CH:27][CH:28]=2)N)[CH:19]=[N:20][CH:21]=1. Given the product [Br:15][C:16]1[CH:17]=[C:18]([C:22]2[CH:12]=[C:11]([CH:26]=[CH:27][CH:28]=2)[N:10]([CH3:14])[CH3:9])[CH:19]=[N:20][CH:21]=1, predict the reactants needed to synthesize it. (7) Given the product [Cl:1][C:2]1[C:3]([N:23]([CH2:24][C:25]2[CH:26]=[C:27]3[C:31](=[CH:32][CH:33]=2)[N:30]([CH3:34])[N:29]=[CH:28]3)[S:22]([C:21]2[CH:20]=[CH:19][C:14]([C:15]([O:17][CH3:18])=[O:16])=[CH:13][C:12]=2[CH2:10][CH3:11])(=[O:36])=[O:35])=[N:4][CH:5]=[C:6]([Cl:8])[CH:7]=1, predict the reactants needed to synthesize it. The reactants are: [Cl:1][C:2]1[C:3](F)=[N:4][CH:5]=[C:6]([Cl:8])[CH:7]=1.[CH2:10]([C:12]1[CH:13]=[C:14]([CH:19]=[CH:20][C:21]=1[S:22](=[O:36])(=[O:35])[NH:23][CH2:24][C:25]1[CH:26]=[C:27]2[C:31](=[CH:32][CH:33]=1)[N:30]([CH3:34])[N:29]=[CH:28]2)[C:15]([O:17][CH3:18])=[O:16])[CH3:11]. (8) Given the product [O:1]=[C:2]1[C:13]2=[CH:14][C:15]3[CH:16]=[CH:17][C:18]([C:21]([OH:23])=[O:22])=[CH:19][C:20]=3[N:12]2[CH2:11][C:5]2([CH2:6][CH2:7][O:8][CH2:9][CH2:10]2)[CH2:4][NH:3]1, predict the reactants needed to synthesize it. The reactants are: [O:1]=[C:2]1[C:13]2=[CH:14][C:15]3[CH:16]=[CH:17][C:18]([C:21]([O:23]CC)=[O:22])=[CH:19][C:20]=3[N:12]2[CH2:11][C:5]2([CH2:10][CH2:9][O:8][CH2:7][CH2:6]2)[CH2:4][NH:3]1.[OH-].[Na+].O.C(O)(=O)C. (9) The reactants are: [F:1][C:2]1[CH:3]=[CH:4][C:5]([N+:11]([O-:13])=[O:12])=[C:6]([CH:10]=1)[C:7]([OH:9])=O.O.ON1C2C=CC=CC=2N=N1.Cl.CN(C)CCCN=C=NCC.[NH2:37][CH2:38][C:39]([NH:41][CH:42]([CH3:44])[CH3:43])=[O:40]. Given the product [F:1][C:2]1[CH:3]=[CH:4][C:5]([N+:11]([O-:13])=[O:12])=[C:6]([CH:10]=1)[C:7]([NH:37][CH2:38][C:39](=[O:40])[NH:41][CH:42]([CH3:44])[CH3:43])=[O:9], predict the reactants needed to synthesize it. (10) Given the product [F:16][C:15]1[CH:14]=[C:13]([C:17]([OH:20])([CH3:18])[CH3:19])[CH:12]=[C:11]([F:21])[C:10]=1[C:4]1[S:3][C:2]([NH:1][C:23]2[CH:24]=[CH:25][C:26]([C:30]#[C:31][C:32]([OH:34])([CH3:33])[CH3:35])=[C:27]([CH3:29])[N:28]=2)=[C:6]([C:7]([NH2:9])=[O:8])[CH:5]=1, predict the reactants needed to synthesize it. The reactants are: [NH2:1][C:2]1[S:3][C:4]([C:10]2[C:15]([F:16])=[CH:14][C:13]([C:17]([OH:20])([CH3:19])[CH3:18])=[CH:12][C:11]=2[F:21])=[CH:5][C:6]=1[C:7]([NH2:9])=[O:8].Cl[C:23]1[N:28]=[C:27]([CH3:29])[C:26]([C:30]#[C:31][C:32]([CH3:35])([OH:34])[CH3:33])=[CH:25][CH:24]=1.